This data is from Reaction yield outcomes from USPTO patents with 853,638 reactions. The task is: Predict the reaction yield, written as a fraction of the theoretical maximum amount of product (1.0 means a 100% yield; for example, 0.34 means a 34% yield). The reactants are C(OC([N:8]1[CH2:12][CH2:11][C:10]([C:14]#[C:15][C:16]2[CH:17]=[CH:18][C:19]3[O:28][CH2:27][CH2:26][N:25]4[C:21](=[N:22][C:23]([C:29](=[O:31])[NH2:30])=[CH:24]4)[C:20]=3[CH:32]=2)([OH:13])[CH2:9]1)=O)(C)(C)C.Cl.CC(=O)OCC. The catalyst is CO. The product is [OH:13][C:10]1([C:14]#[C:15][C:16]2[CH:17]=[CH:18][C:19]3[O:28][CH2:27][CH2:26][N:25]4[CH:24]=[C:23]([C:29]([NH2:30])=[O:31])[N:22]=[C:21]4[C:20]=3[CH:32]=2)[CH2:11][CH2:12][NH:8][CH2:9]1. The yield is 0.100.